From a dataset of Peptide-MHC class II binding affinity with 134,281 pairs from IEDB. Regression. Given a peptide amino acid sequence and an MHC pseudo amino acid sequence, predict their binding affinity value. This is MHC class II binding data. (1) The peptide sequence is IELQIVDKIDAAFKI. The MHC is DRB1_1501 with pseudo-sequence DRB1_1501. The binding affinity (normalized) is 0.484. (2) The peptide sequence is SMEYNCPNLSPREEP. The MHC is HLA-DQA10201-DQB10402 with pseudo-sequence HLA-DQA10201-DQB10402. The binding affinity (normalized) is 0.